This data is from Forward reaction prediction with 1.9M reactions from USPTO patents (1976-2016). The task is: Predict the product of the given reaction. (1) The product is: [Br:15][C:12]1[CH:13]=[CH:14][C:9]([N:8]2[C:4]([CH:5]([CH3:7])[CH3:6])=[N:25][N:24]=[C:16]2[C:17]2[CH:22]=[CH:21][CH:20]=[CH:19][CH:18]=2)=[CH:10][CH:11]=1. Given the reactants C(S[C:4](=[N:8][C:9]1[CH:14]=[CH:13][C:12]([Br:15])=[CH:11][CH:10]=1)[CH:5]([CH3:7])[CH3:6])C.[C:16]([NH:24][NH2:25])(=O)[C:17]1[CH:22]=[CH:21][CH:20]=[CH:19][CH:18]=1.C(O)CCC, predict the reaction product. (2) Given the reactants Cl[C:2]1[C:3](=[O:16])[C:4]([OH:15])=[C:5]([CH:9]([OH:14])[C:10]([F:13])([F:12])[F:11])[N:6]([CH3:8])[CH:7]=1.[Cl:17]C1C(=O)C(O)=CN(C)C=1.COC(O)C(F)(F)F.C(=O)([O-])[O-].[K+].[K+], predict the reaction product. The product is: [Cl:17][C:7]1[N:6]([CH3:8])[C:5]([CH:9]([OH:14])[C:10]([F:13])([F:12])[F:11])=[C:4]([OH:15])[C:3](=[O:16])[CH:2]=1.